Dataset: Experimentally validated miRNA-target interactions with 360,000+ pairs, plus equal number of negative samples. Task: Binary Classification. Given a miRNA mature sequence and a target amino acid sequence, predict their likelihood of interaction. (1) The miRNA is hsa-miR-6744-5p with sequence UGGAUGACAGUGGAGGCCU. The protein sequence of the target gene is MVRCDRGLQMLLTTAGAFAAFSLMAIAIGTDYWLYSSAHICNGTNLTMDDGPPPRRARGDLTHSGLWRVCCIEGIYKGHCFRINHFPEDNDYDHDSSEYLLRIVRASSVFPILSTILLLLGGLCIGAGRIYSRKNNIVLSAGILFVAAGLSNIIGIIVYISSNTGDPSDKRDEDKKNHYNYGWSFYFGALSFIVAETVGVLAVNIYIEKNKELRFKTKREFLKASSSSPYARMPSYRYRRRRSRSSSRSTEASPSRDVSPMGLKITGAIPMGELSMYTLSREPLKVTTAASYSPDQEASF.... Result: 0 (no interaction). (2) The miRNA is hsa-miR-4711-3p with sequence CGUGUCUUCUGGCUUGAU. Result: 0 (no interaction). The protein sequence of the target gene is MAPQSLPSSRMAPLGMLLGLLMAACFTFCLSHQNLKEFALTNPEKSSTKETERKETKAEEELDAEVLEVFHPTHEWQALQPGQAVPAGSHVRLNLQTGEREAKLQYEDKFRNNLKGKRLDINTNTYTSQDLKSALAKFKEGAEMESSKEDKARQAEVKRLFRPIEELKKDFDELNVVIETDMQIMVRLINKFNSSSSSLEEKIAALFDLEYYVHQMDNAQDLLSFGGLQVVINGLNSTEPLVKEYAAFVLGAAFSSNPKVQVEAIEGGALQKLLVILATEQPLTAKKKVLFALCSLLRHF.... (3) The miRNA is mmu-miR-369-3p with sequence AAUAAUACAUGGUUGAUCUUU. The protein sequence of the target gene is MPSWIRAVILPLSGLLLTLPAAADVKARSCSEVRQAYGAKGFSLADIPYQEIAGEHLRICPQEYTCCTTEMEDKLSQQSKLEFENLVEETSHFVRTTFVSRHKKFDEFFRELLENAEKSLNDMFVRTYGMLYMQNSEVFQDLFTELKRYYTGGNVNLEEMLNDFWARLLERMFQLINPQYHFSEDYLECVSKYTDQLKPFGDVPRKLKIQVTRAFIAARTFVQGLTVGREVANRVSKVSPTPGCIRALMKMLYCPYCRGLPTVRPCNNYCLNVMKGCLANQADLDTEWNLFIDAMLLVAE.... Result: 1 (interaction). (4) The miRNA is mmu-miR-1946b with sequence GCCGGGCAGUGGUGGCACAUGCUUUU. The protein sequence of the target gene is MDSVAFEDVAVNFTLEEWALLDPSQKNLYRDVMRETFRNLASVGKQWEDQNIEDPFKIPRRNISHIPERLCESKEGGQGEETFSQIPDGILNKKTPGVKPCESSVCGEVGMGPSSLNRHIRDHTGREPNEYQEYGKKSYTRNQCGRALSYHRSFPVRERTHPGGKPYDCKECGETFISLVSIRRHMLTHRGGVPYKCKVCGKAFDYPSLFRIHERSHTGEKPYECKQCGKAFSCSSYIRIHERTHTGDKPYECKQCGKAFSCSKYIRIHERTHTGEKPYECKQCGKAFRCASSVRSHERT.... Result: 0 (no interaction).